From a dataset of Catalyst prediction with 721,799 reactions and 888 catalyst types from USPTO. Predict which catalyst facilitates the given reaction. (1) Reactant: [C:1]([NH:11][C@H:12]([C:17]([NH:19][CH:20]=[CH:21][CH3:22])=[O:18])[CH2:13][CH:14]([CH3:16])[CH3:15])([O:3][CH2:4][C:5]1[CH:10]=[CH:9][CH:8]=[CH:7][CH:6]=1)=[O:2].C1C=C(Cl)C=C(C(OO)=[O:31])C=1. Product: [C:1]([NH:11][C@H:12]([C:17]([NH:19][CH:20]1[O:31][CH:21]1[CH3:22])=[O:18])[CH2:13][CH:14]([CH3:16])[CH3:15])([O:3][CH2:4][C:5]1[CH:10]=[CH:9][CH:8]=[CH:7][CH:6]=1)=[O:2]. The catalyst class is: 754. (2) Reactant: [NH2:1][C:2]1[CH:11]=[C:10]2[C:5]([CH2:6][CH2:7][C:8]3[N:9]2[CH:12]([CH3:17])[C:13](=[O:16])[NH:14][N:15]=3)=[CH:4][CH:3]=1.O=[C:19]1[CH2:22][N:21]([C:23]([O:25][C:26]([CH3:29])([CH3:28])[CH3:27])=[O:24])[CH2:20]1.C([BH3-])#N.[Na+]. Product: [CH3:17][CH:12]1[N:9]2[C:10]3[C:5]([CH2:6][CH2:7][C:8]2=[N:15][NH:14][C:13]1=[O:16])=[CH:4][CH:3]=[C:2]([NH:1][CH:19]1[CH2:20][N:21]([C:23]([O:25][C:26]([CH3:29])([CH3:28])[CH3:27])=[O:24])[CH2:22]1)[CH:11]=3. The catalyst class is: 467. (3) Reactant: Br[N:2]1C(=O)[CH2:5][CH2:4][C:3]1=O.COC(=C)C#N.[NH2:15][C:16]1[CH:21]=[CH:20][C:19]([F:22])=[CH:18][N:17]=1. Product: [F:22][C:19]1[CH:20]=[CH:21][C:16]2[N:17]([C:4]([C:3]#[N:2])=[CH:5][N:15]=2)[CH:18]=1. The catalyst class is: 38. (4) Reactant: C[O:2][C:3]1[CH:4]=[C:5]([C:13]2[CH:18]=[CH:17][CH:16]=[C:15]([C:19]3[CH:24]=[CH:23][CH:22]=[C:21]([C:25]([F:28])([F:27])[F:26])[N:20]=3)[CH:14]=2)[CH:6]=[C:7]([N+:10]([O-:12])=[O:11])[C:8]=1[OH:9].[Cl-].[Al+3].[Cl-].[Cl-].N1C=CC=CC=1.Cl. Product: [N+:10]([C:7]1[C:8]([OH:9])=[C:3]([OH:2])[CH:4]=[C:5]([C:13]2[CH:18]=[CH:17][CH:16]=[C:15]([C:19]3[CH:24]=[CH:23][CH:22]=[C:21]([C:25]([F:28])([F:26])[F:27])[N:20]=3)[CH:14]=2)[CH:6]=1)([O-:12])=[O:11]. The catalyst class is: 26. (5) Reactant: [O:1]=[C:2]1[N:6]2[CH:7]([C:12](OC)=[O:13])[CH2:8][CH2:9][CH2:10][CH2:11][C:5]2=[N:4][O:3]1.[BH4-].[Li+]. Product: [OH:13][CH2:12][CH:7]1[N:6]2[C:2](=[O:1])[O:3][N:4]=[C:5]2[CH2:11][CH2:10][CH2:9][CH2:8]1. The catalyst class is: 1. (6) Reactant: Cl.[NH2:2][C:3]1([CH2:6][OH:7])[CH2:5][CH2:4]1.C([O-])([O-])=O.[K+].[K+].[Br:14][C:15]1[CH:16]=[C:17]([CH:22]=[CH:23][C:24]=1[CH2:25]Br)[C:18]([O:20][CH3:21])=[O:19]. Product: [Br:14][C:15]1[CH:16]=[C:17]([CH:22]=[CH:23][C:24]=1[CH2:25][NH:2][C:3]1([CH2:6][OH:7])[CH2:5][CH2:4]1)[C:18]([O:20][CH3:21])=[O:19]. The catalyst class is: 23.